Dataset: Forward reaction prediction with 1.9M reactions from USPTO patents (1976-2016). Task: Predict the product of the given reaction. Given the reactants [OH:1][C:2]1[C:3](=[O:16])[CH:4]=[C:5]([CH2:8][O:9][CH:10]2[CH2:15][CH2:14][CH2:13][CH2:12][O:11]2)[O:6][CH:7]=1.C[C:18](O)=[O:19], predict the reaction product. The product is: [OH:1][C:2]1[C:3](=[O:16])[CH:4]=[C:5]([CH2:8][O:9][CH:10]2[CH2:15][CH2:14][CH2:13][CH2:12][O:11]2)[O:6][C:7]=1[CH2:18][OH:19].